From a dataset of Full USPTO retrosynthesis dataset with 1.9M reactions from patents (1976-2016). Predict the reactants needed to synthesize the given product. (1) The reactants are: [Li+].CC([N-]C(C)C)C.[C:9]([O:12][CH3:13])(=[O:11])[CH3:10].[Br:14][C:15]1[CH:16]=[C:17]([C:21](=[N:23][S@@:24]([C:26]([CH3:29])([CH3:28])[CH3:27])=[O:25])[CH3:22])[CH:18]=[CH:19][CH:20]=1.[NH4+].[Cl-]. Given the product [Br:14][C:15]1[CH:16]=[C:17]([C@:21]([NH:23][S@@:24]([C:26]([CH3:27])([CH3:29])[CH3:28])=[O:25])([CH3:22])[CH2:10][C:9]([O:12][CH3:13])=[O:11])[CH:18]=[CH:19][CH:20]=1, predict the reactants needed to synthesize it. (2) Given the product [CH2:12]([C:7]1[C:4]([C:5]#[N:6])=[C:3]([O:2][CH3:1])[N:10]=[C:9]([CH3:11])[CH:8]=1)[CH3:14], predict the reactants needed to synthesize it. The reactants are: [CH3:1][O:2][C:3]1[N:10]=[C:9]([CH3:11])[CH:8]=[C:7]([CH3:12])[C:4]=1[C:5]#[N:6].[Li+].[CH3:14][Si]([N-][Si](C)(C)C)(C)C.IC. (3) Given the product [NH2:8][CH:5]1[CH2:6][CH2:7][C:2]([CH3:19])([OH:1])[CH2:3][CH2:4]1, predict the reactants needed to synthesize it. The reactants are: [OH:1][C:2]1([CH3:19])[CH2:7][CH2:6][CH:5]([NH:8]C(=O)OCC2C=CC=CC=2)[CH2:4][CH2:3]1. (4) Given the product [CH2:1]([O:3][C:4](=[O:25])[CH:5]([C:9]1[C:10]([F:24])=[CH:11][C:12]([B:26]2[O:30][C:29]([CH3:32])([CH3:31])[C:28]([CH3:34])([CH3:33])[O:27]2)=[CH:13][C:14]=1[F:15])[O:6][CH2:7][CH3:8])[CH3:2], predict the reactants needed to synthesize it. The reactants are: [CH2:1]([O:3][C:4](=[O:25])[CH:5]([C:9]1[C:14]([F:15])=[CH:13][C:12](OS(C(F)(F)F)(=O)=O)=[CH:11][C:10]=1[F:24])[O:6][CH2:7][CH3:8])[CH3:2].[B:26]1([B:26]2[O:30][C:29]([CH3:32])([CH3:31])[C:28]([CH3:34])([CH3:33])[O:27]2)[O:30][C:29]([CH3:32])([CH3:31])[C:28]([CH3:34])([CH3:33])[O:27]1.C([O-])([O-])=O.[K+].[K+]. (5) Given the product [CH:1]1([NH:7][CH2:8][C:9]2[CH:14]=[CH:13][CH:12]=[CH:11][C:10]=2[C:15]2[N:20]=[C:19]([CH:21]([C:39]3[CH:40]=[CH:41][CH:42]=[CH:43][C:38]=3[CH:35]([CH3:37])[CH3:36])[NH:22][C:23]3[C:24]([CH:32]([CH3:34])[CH3:33])=[CH:25][CH:26]=[CH:27][C:28]=3[CH:29]([CH3:30])[CH3:31])[CH:18]=[CH:17][CH:16]=2)[CH2:6][CH2:5][CH2:4][CH2:3][CH2:2]1, predict the reactants needed to synthesize it. The reactants are: [CH:1]1([NH:7][CH2:8][C:9]2[CH:14]=[CH:13][CH:12]=[CH:11][C:10]=2[C:15]2[N:20]=[C:19]([CH:21]=[N:22][C:23]3[C:28]([CH:29]([CH3:31])[CH3:30])=[CH:27][CH:26]=[CH:25][C:24]=3[CH:32]([CH3:34])[CH3:33])[CH:18]=[CH:17][CH:16]=2)[CH2:6][CH2:5][CH2:4][CH2:3][CH2:2]1.[CH:35]([C:38]1[CH:43]=[CH:42][CH:41]=[CH:40][C:39]=1[Li])([CH3:37])[CH3:36].O. (6) Given the product [CH3:1][O:2][C:3]1[CH:4]=[CH:5][C:6]([C:9]2[CH:10]=[CH:11][N:12]3[C:17]([C:18]=2[CH3:19])=[C:16]([CH:20]2[CH2:21][CH2:22]2)[CH:15]=[C:14]([C:23]([OH:25])=[O:24])[C:13]3=[O:28])=[CH:7][CH:8]=1, predict the reactants needed to synthesize it. The reactants are: [CH3:1][O:2][C:3]1[CH:8]=[CH:7][C:6]([C:9]2[CH:10]=[CH:11][N:12]3[C:17]([C:18]=2[CH3:19])=[C:16]([CH:20]2[CH2:22][CH2:21]2)[CH:15]=[C:14]([C:23]([O:25]CC)=[O:24])[C:13]3=[O:28])=[CH:5][CH:4]=1.[Li+].[OH-].Cl.C(OCC)(=O)C. (7) Given the product [F:1][C:2]1[CH:7]=[CH:6][C:5]([O:8][S:17]([C:16]([F:29])([F:28])[F:15])(=[O:19])=[O:18])=[C:4]([C:9]2[CH:10]=[CH:11][N:12]=[CH:13][CH:14]=2)[CH:3]=1, predict the reactants needed to synthesize it. The reactants are: [F:1][C:2]1[CH:7]=[CH:6][C:5]([OH:8])=[C:4]([C:9]2[CH:14]=[CH:13][N:12]=[CH:11][CH:10]=2)[CH:3]=1.[F:15][C:16]([F:29])([F:28])[S:17](O[S:17]([C:16]([F:29])([F:28])[F:15])(=[O:19])=[O:18])(=[O:19])=[O:18]. (8) Given the product [Br:1][C:2]1[CH:7]=[CH:6][C:5]([S:24]([CH3:23])(=[O:26])=[O:25])=[CH:4][N:3]=1, predict the reactants needed to synthesize it. The reactants are: [Br:1][C:2]1[CH:7]=[CH:6][C:5](F)=[CH:4][N:3]=1.C[S-].[Na+].ClC1C=C(C=CC=1)C(OO)=O.[CH3:23][S:24](C1C(C)=C[C:23]([S:24](C)(=[O:26])=[O:25])=CN=1)(=[O:26])=[O:25]. (9) Given the product [Cl:25][C:26]1[N:27]=[N:28][C:29]([C:2]2[CH:11]=[CH:10][C:9]([O:12][CH3:13])=[C:8]3[C:3]=2[CH:4]=[CH:5][CH:6]=[N:7]3)=[CH:30][CH:31]=1, predict the reactants needed to synthesize it. The reactants are: Br[C:2]1[CH:11]=[CH:10][C:9]([O:12][CH3:13])=[C:8]2[C:3]=1[CH:4]=[CH:5][CH:6]=[N:7]2.C(C(CCCC)C([O-])=O)C.[K+].[Cl:25][C:26]1[N:27]=[N:28][C:29](Cl)=[CH:30][CH:31]=1.C(=O)([O-])[O-].[Na+].[Na+]. (10) Given the product [C:27](=[O:28])([O:16][CH:15]([C:17]1[CH:18]=[CH:19][N:20]=[CH:21][CH:22]=1)[CH2:14][N:6]1[C:7]2[CH:8]=[CH:9][C:10]([CH3:13])=[CH:11][C:12]=2[C:4]2[CH2:3][N:2]([CH3:1])[CH2:24][CH2:23][C:5]1=2)[NH2:29], predict the reactants needed to synthesize it. The reactants are: [CH3:1][N:2]1[CH2:24][CH2:23][C:5]2[N:6]([CH2:14][CH:15]([C:17]3[CH:22]=[CH:21][N:20]=[CH:19][CH:18]=3)[OH:16])[C:7]3[CH:8]=[CH:9][C:10]([CH3:13])=[CH:11][C:12]=3[C:4]=2[CH2:3]1.ClC(Cl)(Cl)[C:27]([N:29]=C=O)=[O:28].C(=O)([O-])[O-].[K+].[K+].